From a dataset of Catalyst prediction with 721,799 reactions and 888 catalyst types from USPTO. Predict which catalyst facilitates the given reaction. (1) Reactant: [CH3:1][C@@H:2]1[CH2:8][NH:7][CH2:6][C:5]2[CH:9]=[CH:10][C:11]([C:13]([O:15][CH3:16])=[O:14])=[CH:12][C:4]=2[O:3]1.C(N(CC)CC)C.[C:24](Cl)(=[O:26])[CH3:25]. Product: [C:24]([N:7]1[CH2:6][C:5]2[CH:9]=[CH:10][C:11]([C:13]([O:15][CH3:16])=[O:14])=[CH:12][C:4]=2[O:3][C@H:2]([CH3:1])[CH2:8]1)(=[O:26])[CH3:25]. The catalyst class is: 2. (2) Reactant: Br[C:2]1[CH:11]=[CH:10][C:9]([N+:12]([O-:14])=[O:13])=[CH:8][C:3]=1[C:4]([O:6][CH3:7])=[O:5].[CH2:15]([Sn](CCCC)(CCCC)CCCC)[CH:16]=[CH2:17].[Cl-].[Li+]. Product: [N+:12]([C:9]1[CH:10]=[CH:11][C:2]([CH2:17][CH:16]=[CH2:15])=[C:3]([CH:8]=1)[C:4]([O:6][CH3:7])=[O:5])([O-:14])=[O:13]. The catalyst class is: 109. (3) Reactant: [OH:1][C:2]1[CH:3]=[CH:4][C:5]([O:8][C:9]2[CH:14]=[CH:13][C:12]([CH2:15][CH2:16][CH:17]([NH:19][C:20](=[O:22])[CH3:21])[CH3:18])=[CH:11][CH:10]=2)=[N:6][CH:7]=1.I[CH:24]([CH3:26])[CH3:25].C(=O)([O-])[O-].[Cs+].[Cs+]. Product: [CH:24]([O:1][C:2]1[CH:3]=[CH:4][C:5]([O:8][C:9]2[CH:14]=[CH:13][C:12]([CH2:15][CH2:16][CH:17]([NH:19][C:20](=[O:22])[CH3:21])[CH3:18])=[CH:11][CH:10]=2)=[N:6][CH:7]=1)([CH3:26])[CH3:25]. The catalyst class is: 3. (4) Reactant: [NH2:1][C:2]1[C:11](=[O:12])[C:10]2[C:5](=[CH:6][C:7]([N:14]3[CH2:19][CH2:18][N:17]([CH3:20])[CH2:16][CH2:15]3)=[C:8]([F:13])[CH:9]=2)[N:4]([CH2:21][C:22]2[CH:27]=[CH:26][C:25]([Cl:28])=[CH:24][CH:23]=2)[CH:3]=1.C(N(CC)CC)C.[C:36]1([CH2:42][C:43](Cl)=[O:44])[CH:41]=[CH:40][CH:39]=[CH:38][CH:37]=1.O. Product: [Cl:28][C:25]1[CH:26]=[CH:27][C:22]([CH2:21][N:4]2[C:5]3[C:10](=[CH:9][C:8]([F:13])=[C:7]([N:14]4[CH2:19][CH2:18][N:17]([CH3:20])[CH2:16][CH2:15]4)[CH:6]=3)[C:11](=[O:12])[C:2]([NH:1][C:43](=[O:44])[CH2:42][C:36]3[CH:41]=[CH:40][CH:39]=[CH:38][CH:37]=3)=[CH:3]2)=[CH:23][CH:24]=1. The catalyst class is: 2. (5) Reactant: [H-].[Al+3].[Li+].[H-].[H-].[H-].[CH3:7][N:8]1[CH2:13][C:12](=O)[NH:11][C@@H:10]([C:15]2[CH:20]=[CH:19][CH:18]=[CH:17][CH:16]=2)[C:9]1=O.C(OCC)(=O)C.CO. Product: [CH3:7][N:8]1[CH2:13][CH2:12][NH:11][C@@H:10]([C:15]2[CH:16]=[CH:17][CH:18]=[CH:19][CH:20]=2)[CH2:9]1. The catalyst class is: 20. (6) Reactant: C([O:8][C:9]1[CH:17]=[CH:16][C:15]2[NH:14][C:13]3[C:18](=[CH:21][C:22]([O:24][CH2:25][CH3:26])=[O:23])[CH2:19][CH2:20][C:12]=3[C:11]=2[CH:10]=1)C1C=CC=CC=1. Product: [OH:8][C:9]1[CH:17]=[CH:16][C:15]2[NH:14][C:13]3[CH:18]([CH2:21][C:22]([O:24][CH2:25][CH3:26])=[O:23])[CH2:19][CH2:20][C:12]=3[C:11]=2[CH:10]=1. The catalyst class is: 153. (7) The catalyst class is: 18. Product: [C:48]1([C:62]2[CH:63]=[CH:64][CH:65]=[CH:66][CH:67]=2)[CH:53]=[CH:52][C:51]([NH:54][C:55](=[O:61])[CH:56]([CH3:60])[C:57]([N:45]2[CH2:44][CH2:43][N:42]([C:40](=[O:41])[C:35]3[CH:36]=[CH:37][CH:38]=[CH:39][C:34]=3[Br:33])[CH2:47][CH2:46]2)=[O:58])=[CH:50][CH:49]=1. Reactant: C1C=CC2N(O)N=NC=2C=1.CCN(C(C)C)C(C)C.CCN=C=NCCCN(C)C.Cl.Cl.[Br:33][C:34]1[CH:39]=[CH:38][CH:37]=[CH:36][C:35]=1[C:40]([N:42]1[CH2:47][CH2:46][NH:45][CH2:44][CH2:43]1)=[O:41].[C:48]1([C:62]2[CH:67]=[CH:66][CH:65]=[CH:64][CH:63]=2)[CH:53]=[CH:52][C:51]([NH:54][C:55](=[O:61])[CH:56]([CH3:60])[C:57](O)=[O:58])=[CH:50][CH:49]=1. (8) Reactant: [CH3:1][O:2][C:3]1[CH:4]=[C:5]([NH:11][C:12]2[N:17]=[C:16]([N:18]3[C:22]([CH3:23])=[CH:21][C:20]([C:24]([F:27])([F:26])[F:25])=[N:19]3)[C:15]([C:28]3[CH:29]=[C:30]([C:36]([OH:38])=O)[C:31]([O:34][CH3:35])=[N:32][CH:33]=3)=[CH:14][N:13]=2)[CH:6]=[C:7]([O:9][CH3:10])[CH:8]=1.[N:39]1([CH2:45][CH2:46][CH2:47][S:48]([NH2:51])(=[O:50])=[O:49])[CH2:44][CH2:43][O:42][CH2:41][CH2:40]1.C(N(CC)CC)C.[I-].ClC1C=CC=C[N+]=1C. Product: [CH3:10][O:9][C:7]1[CH:6]=[C:5]([NH:11][C:12]2[N:17]=[C:16]([N:18]3[C:22]([CH3:23])=[CH:21][C:20]([C:24]([F:26])([F:27])[F:25])=[N:19]3)[C:15]([C:28]3[CH:29]=[C:30]([C:36]([NH:51][S:48]([CH2:47][CH2:46][CH2:45][N:39]4[CH2:40][CH2:41][O:42][CH2:43][CH2:44]4)(=[O:49])=[O:50])=[O:38])[C:31]([O:34][CH3:35])=[N:32][CH:33]=3)=[CH:14][N:13]=2)[CH:4]=[C:3]([O:2][CH3:1])[CH:8]=1. The catalyst class is: 143. (9) Reactant: [Br:1][C:2]1[CH:3]=[C:4]2[C:10](=[CH:11][CH:12]=1)[C:8](=[O:9])O[C:6]([C:13]([OH:15])=[O:14])=[C:5]2[C:16]1[CH:21]=[CH:20][CH:19]=[CH:18][CH:17]=1.Cl.[CH3:23][S:24]([C:27]1[CH:34]=[CH:33][C:30]([CH2:31][NH2:32])=[CH:29][CH:28]=1)(=[O:26])=[O:25].C(N(CC)CC)C. Product: [Br:1][C:2]1[CH:3]=[C:4]2[C:10](=[CH:11][CH:12]=1)[C:8](=[O:9])[N:32]([CH2:31][C:30]1[CH:29]=[CH:28][C:27]([S:24]([CH3:23])(=[O:26])=[O:25])=[CH:34][CH:33]=1)[C:6]([C:13]([OH:15])=[O:14])=[C:5]2[C:16]1[CH:21]=[CH:20][CH:19]=[CH:18][CH:17]=1. The catalyst class is: 5.